Dataset: Catalyst prediction with 721,799 reactions and 888 catalyst types from USPTO. Task: Predict which catalyst facilitates the given reaction. (1) The catalyst class is: 2. Product: [ClH:1].[Cl:1][C:2]1[C:3]([N:17]2[CH2:22][CH2:21][CH2:20][C@@H:19]([NH:23][CH3:24])[CH2:18]2)=[C:4]2[C:10]([NH:11][C:12](=[O:16])[CH:13]([CH3:15])[CH3:14])=[CH:9][NH:8][C:5]2=[N:6][CH:7]=1. Reactant: [Cl:1][C:2]1[C:3]([N:17]2[CH2:22][CH2:21][CH2:20][C@@H:19]([N:23](C)[C:24](=O)OC(C)(C)C)[CH2:18]2)=[C:4]2[C:10]([NH:11][C:12](=[O:16])[CH:13]([CH3:15])[CH3:14])=[CH:9][NH:8][C:5]2=[N:6][CH:7]=1.C(O)(C(F)(F)F)=O. (2) Reactant: [F:1][C:2]1[CH:9]=[C:8]([OH:10])[C:7]([N+:11]([O-])=O)=[CH:6][C:3]=1[C:4]#[N:5]. Product: [NH2:11][C:7]1[C:8]([OH:10])=[CH:9][C:2]([F:1])=[C:3]([CH:6]=1)[C:4]#[N:5]. The catalyst class is: 8. (3) Reactant: C[O:2][C:3](=[O:43])[C@H:4]([OH:42])[CH2:5][NH:6][C:7](=[O:41])[C:8]1[CH:13]=[CH:12][C:11]([CH2:14][N:15]([C:29]2[CH:34]=[CH:33][C:32]([CH:35]3[CH2:40][CH2:39][CH2:38][CH2:37][CH2:36]3)=[CH:31][CH:30]=2)[C:16]([NH:18][C:19]2[CH:24]=[CH:23][CH:22]=[C:21]([C:25]([CH3:28])([CH3:27])[CH3:26])[CH:20]=2)=[O:17])=[CH:10][CH:9]=1.[OH-].[Na+]. Product: [C:25]([C:21]1[CH:20]=[C:19]([NH:18][C:16](=[O:17])[N:15]([CH2:14][C:11]2[CH:10]=[CH:9][C:8]([C:7]([NH:6][CH2:5][C@@H:4]([OH:42])[C:3]([OH:43])=[O:2])=[O:41])=[CH:13][CH:12]=2)[C:29]2[CH:34]=[CH:33][C:32]([CH:35]3[CH2:36][CH2:37][CH2:38][CH2:39][CH2:40]3)=[CH:31][CH:30]=2)[CH:24]=[CH:23][CH:22]=1)([CH3:28])([CH3:26])[CH3:27]. The catalyst class is: 8. (4) Reactant: [CH2:1]([NH:3][C:4]([C:6]1[CH:10]=[C:9]([C:11]2[CH:16]=[C:15]([Cl:17])[C:14]([O:18][CH2:19][C:20]3[CH:25]=[CH:24][CH:23]=[CH:22][CH:21]=3)=[CH:13][C:12]=2[O:26][CH2:27][C:28]2[CH:33]=[CH:32][CH:31]=[CH:30][CH:29]=2)[O:8][N:7]=1)=[O:5])[CH3:2].[I:34]N1C(=O)CCC1=O.[N+]([O-])([O-])=O.[Ce+4].[NH4+].[N+]([O-])([O-])=O.[N+]([O-])([O-])=O.[N+]([O-])([O-])=O.[N+]([O-])([O-])=O. Product: [CH2:1]([NH:3][C:4]([C:6]1[C:10]([I:34])=[C:9]([C:11]2[CH:16]=[C:15]([Cl:17])[C:14]([O:18][CH2:19][C:20]3[CH:25]=[CH:24][CH:23]=[CH:22][CH:21]=3)=[CH:13][C:12]=2[O:26][CH2:27][C:28]2[CH:33]=[CH:32][CH:31]=[CH:30][CH:29]=2)[O:8][N:7]=1)=[O:5])[CH3:2]. The catalyst class is: 10.